This data is from Full USPTO retrosynthesis dataset with 1.9M reactions from patents (1976-2016). The task is: Predict the reactants needed to synthesize the given product. Given the product [Br:15][C:16]1[CH:17]=[C:18]([CH2:24][CH2:25][NH:26][C:12]([C:8]2([C:5]3[CH:4]=[CH:3][C:2]([Cl:1])=[CH:7][CH:6]=3)[CH2:9][CH2:10][CH2:11]2)=[O:14])[CH:19]=[CH:20][C:21]=1[O:22][CH3:23], predict the reactants needed to synthesize it. The reactants are: [Cl:1][C:2]1[CH:7]=[CH:6][C:5]([C:8]2([C:12]([OH:14])=O)[CH2:11][CH2:10][CH2:9]2)=[CH:4][CH:3]=1.[Br:15][C:16]1[CH:17]=[C:18]([CH2:24][CH2:25][NH2:26])[CH:19]=[CH:20][C:21]=1[O:22][CH3:23].